Dataset: Full USPTO retrosynthesis dataset with 1.9M reactions from patents (1976-2016). Task: Predict the reactants needed to synthesize the given product. (1) Given the product [C:1]([C:5]1[CH:9]=[C:8]([CH2:10][NH:11][C:12]([NH:14][C:15]2[CH:16]=[N:17][CH:18]=[C:19]([CH2:21][OH:22])[CH:20]=2)=[O:13])[N:7]([C:30]2[CH:35]=[CH:34][CH:33]=[C:32]([Cl:36])[CH:31]=2)[N:6]=1)([CH3:4])([CH3:2])[CH3:3], predict the reactants needed to synthesize it. The reactants are: [C:1]([C:5]1[CH:9]=[C:8]([CH2:10][NH:11][C:12]([NH:14][C:15]2[CH:16]=[N:17][CH:18]=[C:19]([CH2:21][O:22][Si](C(C)(C)C)(C)C)[CH:20]=2)=[O:13])[N:7]([C:30]2[CH:35]=[CH:34][CH:33]=[C:32]([Cl:36])[CH:31]=2)[N:6]=1)([CH3:4])([CH3:3])[CH3:2].[F-].C([N+](CCCC)(CCCC)CCCC)CCC. (2) Given the product [C:33]([O:37][C:38](=[O:63])[N:8]([CH2:9][CH2:10][C:11]1[CH:12]=[CH:13][C:14]([O:15][C:16]2[CH:21]=[CH:20][C:19]([NH:22][C:23](=[O:30])[C:24]3[CH:25]=[CH:26][CH:27]=[CH:28][CH:29]=3)=[CH:18][CH:17]=2)=[CH:31][CH:32]=1)[CH2:1][C:2]1[CH:3]=[CH:4][CH:5]=[CH:6][CH:7]=1)([CH3:36])([CH3:35])[CH3:34], predict the reactants needed to synthesize it. The reactants are: [CH2:1]([NH:8][CH2:9][CH2:10][C:11]1[CH:32]=[CH:31][C:14]([O:15][C:16]2[CH:21]=[CH:20][C:19]([NH:22][C:23](=[O:30])[C:24]3[CH:29]=[CH:28][CH:27]=[CH:26][CH:25]=3)=[CH:18][CH:17]=2)=[CH:13][CH:12]=1)[C:2]1[CH:7]=[CH:6][CH:5]=[CH:4][CH:3]=1.[C:33]([O:37][C:38](=[O:63])N(CCC1C=CC(OC2C=CC(N)=CC=2)=CC=1)CC1C=CC=CC=1)([CH3:36])([CH3:35])[CH3:34].C(Cl)(=O)C1C=CC=CC=1.C(N(CC)CC)C. (3) Given the product [OH:8][C:9]1[C:18](=[O:19])[N:17]2[C:12]([CH:13]([CH3:20])[O:14][CH2:15][CH2:16]2)=[N:11][C:10]=1[C:21]([O:23][CH2:24][CH3:25])=[O:22], predict the reactants needed to synthesize it. The reactants are: C([O:8][C:9]1[C:18](=[O:19])[N:17]2[C:12]([CH:13]([CH3:20])[O:14][CH2:15][CH2:16]2)=[N:11][C:10]=1[C:21]([O:23][CH2:24][CH3:25])=[O:22])C1C=CC=CC=1.[H][H]. (4) The reactants are: [OH-].[Li+].[F:3][C:4]([F:30])([F:29])[C:5]1[CH:10]=[CH:9][N:8]=[C:7]([NH:11][C:12]2[CH:13]=[C:14]([C:18]3[CH:23]=[CH:22][C:21]([C:24]([O:26]CC)=[O:25])=[CH:20][CH:19]=3)[CH:15]=[CH:16][CH:17]=2)[N:6]=1.Cl. Given the product [F:30][C:4]([F:3])([F:29])[C:5]1[CH:10]=[CH:9][N:8]=[C:7]([NH:11][C:12]2[CH:13]=[C:14]([C:18]3[CH:23]=[CH:22][C:21]([C:24]([OH:26])=[O:25])=[CH:20][CH:19]=3)[CH:15]=[CH:16][CH:17]=2)[N:6]=1, predict the reactants needed to synthesize it. (5) Given the product [Cl:1][C:2]1[CH:3]=[N:4][C:5]2[N:6]([N:8]=[C:9]([C:11]([N:17]3[CH2:18][CH2:19][C:20]4[S:24][CH:23]=[CH:22][C:21]=4[CH:16]3[CH2:14][CH3:15])=[O:13])[CH:10]=2)[CH:7]=1, predict the reactants needed to synthesize it. The reactants are: [Cl:1][C:2]1[CH:3]=[N:4][C:5]2[N:6]([N:8]=[C:9]([C:11]([OH:13])=O)[CH:10]=2)[CH:7]=1.[CH2:14]([CH:16]1[C:21]2[CH:22]=[CH:23][S:24][C:20]=2[CH2:19][CH2:18][NH:17]1)[CH3:15]. (6) Given the product [CH3:24][O:25][C:12]1[C:11]([C:30]#[N:31])=[CH:10][C:9]([C:18]2[CH:19]=[CH:20][CH:21]=[CH:22][CH:23]=2)=[C:8]([C:5]2[CH:6]=[CH:7][C:2]([Cl:1])=[CH:3][CH:4]=2)[N:13]=1.[CH3:24][O:25][C:12]1[C:11]([C:15]([O:17][CH3:26])=[O:16])=[CH:10][C:9]([C:18]2[CH:23]=[CH:22][CH:21]=[CH:20][CH:19]=2)=[C:8]([C:5]2[CH:6]=[CH:7][C:2]([Cl:1])=[CH:3][CH:4]=2)[N:13]=1, predict the reactants needed to synthesize it. The reactants are: [Cl:1][C:2]1[CH:7]=[CH:6][C:5]([C:8]2[NH:13][C:12](=O)[C:11]([C:15]([OH:17])=[O:16])=[CH:10][C:9]=2[C:18]2[CH:23]=[CH:22][CH:21]=[CH:20][CH:19]=2)=[CH:4][CH:3]=1.[CH3:24][OH:25].[CH3:26][Si]([CH:30]=[N+:31]=[N-])(C)C. (7) Given the product [CH3:18][C@@H:14]1[CH2:13][N:12]([C:8]2[CH:7]=[CH:6][CH:5]=[C:4]3[C:9]=2[CH:10]=[CH:11][C:2]([CH3:1])=[N:3]3)[CH2:17][CH2:16][N:15]1[CH2:24][CH2:25][C:26]1[CH:27]=[C:28]([N:32]2[CH2:36][CH2:35][O:34][C:33]2=[O:37])[CH:29]=[CH:30][CH:31]=1, predict the reactants needed to synthesize it. The reactants are: [CH3:1][C:2]1[CH:11]=[CH:10][C:9]2[C:4](=[CH:5][CH:6]=[CH:7][C:8]=2[N:12]2[CH2:17][CH2:16][NH:15][C@H:14]([CH3:18])[CH2:13]2)[N:3]=1.CS(O[CH2:24][CH2:25][C:26]1[CH:31]=[CH:30][CH:29]=[C:28]([N:32]2[CH2:36][CH2:35][O:34][C:33]2=[O:37])[CH:27]=1)(=O)=O.